Dataset: Catalyst prediction with 721,799 reactions and 888 catalyst types from USPTO. Task: Predict which catalyst facilitates the given reaction. (1) Reactant: [NH:1]1[C:9]2[C:4](=[CH:5][CH:6]=[CH:7][CH:8]=2)[C:3]([CH2:10][CH2:11][CH2:12][C:13]([OH:15])=O)=[CH:2]1.C(N1C=CN=C1)([N:18]1[CH:22]=[CH:21]N=C1)=O.[Cl:28][C:29]1[CH:30]=[C:31]2[C:40](=[CH:41][CH:42]=1)[C:39]([NH:43][CH2:44][CH2:45][CH2:46][CH2:47]C(N)C)=[C:38]1[C:33]([CH2:34][CH2:35][CH2:36][CH2:37]1)=[N:32]2. Product: [Cl:28][C:29]1[CH:30]=[C:31]2[C:40](=[CH:41][CH:42]=1)[C:39]([NH:43][CH2:44][CH2:45][CH2:46][CH2:47][CH2:21][CH2:22][NH:18][C:13](=[O:15])[CH2:12][CH2:11][CH2:10][C:3]1[C:4]3[C:9](=[CH:8][CH:7]=[CH:6][CH:5]=3)[NH:1][CH:2]=1)=[C:38]1[C:33]([CH2:34][CH2:35][CH2:36][CH2:37]1)=[N:32]2. The catalyst class is: 1. (2) Product: [F:28][C:27]([F:30])([F:29])[C:9]1[NH:8][C:3]2=[N:4][CH:5]=[CH:6][CH:7]=[C:2]2[CH:1]=1. The catalyst class is: 1. Reactant: [CH3:1][C:2]1[C:3]([NH:8][C:9](=O)OC(C)(C)C)=[N:4][CH:5]=[CH:6][CH:7]=1.[Li].C1CCCCC1.CON(C)C(=O)[C:27]([F:30])([F:29])[F:28].Cl. (3) Reactant: [CH3:1][C:2]1[C:3]([CH2:14][S:15][C:16]2[NH:17][C:18]3[CH:24]=[CH:23][CH:22]=[CH:21][C:19]=3[N:20]=2)=[N:4][CH:5]=[CH:6][C:7]=1[O:8][CH2:9][C:10]([F:13])([F:12])[F:11].[CH3:25][C:26]([CH3:34])([CH3:33])[C:27]([O:29][CH:30](Cl)[CH3:31])=[O:28].[I-].[Na+].C(=O)([O-])[O-].[K+].[K+]. Product: [CH3:25][C:26]([CH3:34])([CH3:33])[C:27]([O:29][CH:30]([N:20]1[C:19]2[CH:21]=[CH:22][CH:23]=[CH:24][C:18]=2[N:17]=[C:16]1[S:15][CH2:14][C:3]1[C:2]([CH3:1])=[C:7]([O:8][CH2:9][C:10]([F:12])([F:11])[F:13])[CH:6]=[CH:5][N:4]=1)[CH3:31])=[O:28]. The catalyst class is: 10. (4) Reactant: [N+:1]([O-:4])(O)=[O:2].[Br:5][C:6]1[CH:11]=[C:10]([F:12])[CH:9]=[CH:8][C:7]=1[N:13](C)[S:14]([CH:17]=S(=O)=O)(=[O:16])=[O:15]. Product: [Br:5][C:6]1[CH:11]=[C:10]([F:12])[C:9]([N+:1]([O-:4])=[O:2])=[CH:8][C:7]=1[N:13]([S:14]([CH3:17])(=[O:15])=[O:16])[S:14]([CH3:17])(=[O:16])=[O:15]. The catalyst class is: 65.